From a dataset of TCR-epitope binding with 47,182 pairs between 192 epitopes and 23,139 TCRs. Binary Classification. Given a T-cell receptor sequence (or CDR3 region) and an epitope sequence, predict whether binding occurs between them. (1) The epitope is KLPDDFTGCV. The TCR CDR3 sequence is CASSYSGTSYEQYF. Result: 1 (the TCR binds to the epitope). (2) The epitope is LLLGIGILV. The TCR CDR3 sequence is CSATGVGYNEQFF. Result: 1 (the TCR binds to the epitope). (3) Result: 0 (the TCR does not bind to the epitope). The epitope is EEHVQIHTI. The TCR CDR3 sequence is CSARLFNEQFF. (4) The epitope is IQYIDIGNY. The TCR CDR3 sequence is CASSLLRGEKLFF. Result: 0 (the TCR does not bind to the epitope).